The task is: Predict the product of the given reaction.. This data is from Forward reaction prediction with 1.9M reactions from USPTO patents (1976-2016). (1) Given the reactants [ClH:1].C(OC([NH:9][C@@H:10]([CH2:19][CH3:20])[CH2:11][NH:12][C:13](=[O:18])[C:14]([O:16][CH3:17])=[O:15])=O)(C)(C)C, predict the reaction product. The product is: [ClH:1].[NH2:9][C@@H:10]([CH2:19][CH3:20])[CH2:11][NH:12][C:13](=[O:18])[C:14]([O:16][CH3:17])=[O:15]. (2) Given the reactants [Cl:1][C:2]([Cl:32])([Cl:31])[CH2:3][O:4][C:5]([C@@H:7]1[CH2:12][CH2:11][CH2:10][N:9]([C:13](=[O:30])[C@@H:14]([NH:22]C(OC(C)(C)C)=O)[CH2:15][C:16]2[CH:21]=[CH:20][CH:19]=[CH:18][CH:17]=2)[NH:8]1)=[O:6].FC(F)(F)C(O)=O.C(N(CC)C(C)C)(C)C.[NH:49]([C:57]([O:59][C:60]([CH3:63])([CH3:62])[CH3:61])=[O:58])[C@H:50]([C:54](O)=[O:55])[CH:51]([CH3:53])[CH3:52].C[NH3+].F[P-](F)(F)(F)(F)F.N1(OC(N(C)C)=[N+](C)C)C2N=CC=CC=2N=N1.F[P-](F)(F)(F)(F)F, predict the reaction product. The product is: [Cl:32][C:2]([Cl:31])([Cl:1])[CH2:3][O:4][C:5]([C@@H:7]1[CH2:12][CH2:11][CH2:10][N:9]([C:13](=[O:30])[C@@H:14]([NH:22][C:54](=[O:55])[C@@H:50]([NH:49][C:57]([O:59][C:60]([CH3:61])([CH3:63])[CH3:62])=[O:58])[CH:51]([CH3:53])[CH3:52])[CH2:15][C:16]2[CH:17]=[CH:18][CH:19]=[CH:20][CH:21]=2)[NH:8]1)=[O:6]. (3) Given the reactants [F:1][C:2]1[CH:11]=[C:10]([F:12])[CH:9]=[C:8]2[C:3]=1[CH:4]=[CH:5][C:6](=[O:16])[N:7]2[CH2:13][CH:14]=O.[NH:17]1[CH2:22][CH2:21][CH:20]([NH:23][C:24](=[O:30])[O:25][C:26]([CH3:29])([CH3:28])[CH3:27])[CH2:19][CH2:18]1.[BH-](OC(C)=O)(OC(C)=O)OC(C)=O.[Na+], predict the reaction product. The product is: [F:1][C:2]1[CH:11]=[C:10]([F:12])[CH:9]=[C:8]2[C:3]=1[CH:4]=[CH:5][C:6](=[O:16])[N:7]2[CH2:13][CH2:14][N:17]1[CH2:18][CH2:19][CH:20]([NH:23][C:24](=[O:30])[O:25][C:26]([CH3:28])([CH3:27])[CH3:29])[CH2:21][CH2:22]1. (4) Given the reactants Br[C:2]1[CH:7]=[CH:6][CH:5]=[C:4]([Br:8])[N:3]=1.[C:9]([C:14]1[CH:15]=[C:16](B(O)O)[CH:17]=[CH:18][CH:19]=1)([O:11][CH2:12][CH3:13])=[O:10].C(=O)([O-])[O-].[Na+].[Na+], predict the reaction product. The product is: [Br:8][C:4]1[N:3]=[C:2]([C:18]2[CH:19]=[C:14]([CH:15]=[CH:16][CH:17]=2)[C:9]([O:11][CH2:12][CH3:13])=[O:10])[CH:7]=[CH:6][CH:5]=1.